Dataset: Catalyst prediction with 721,799 reactions and 888 catalyst types from USPTO. Task: Predict which catalyst facilitates the given reaction. (1) Reactant: [C:1]([O:4][CH2:5][CH3:6])(=[O:3])[CH3:2].[Li+].CC([N-]C(C)C)C.[CH:15]([N:18]1[CH:22]=[C:21]([CH:23]=[O:24])[CH:20]=[N:19]1)([CH3:17])[CH3:16]. Product: [CH:15]([N:18]1[CH:22]=[C:21]([C:23](=[O:24])[CH2:2][C:1]([O:4][CH2:5][CH3:6])=[O:3])[CH:20]=[N:19]1)([CH3:17])[CH3:16]. The catalyst class is: 1. (2) Reactant: [Cl:1][C:2]1[N:3]=[C:4]([C:9]([OH:11])=O)[NH:5][C:6]=1[CH2:7][CH3:8].S(Cl)(Cl)=O.[NH2:16][C:17]1[CH:22]=[CH:21][C:20]([C:23]2[O:24][C:25]([CH3:32])=[C:26]([C:28]([O:30][CH3:31])=[O:29])[N:27]=2)=[CH:19][CH:18]=1. Product: [Cl:1][C:2]1[N:3]=[C:4]([C:9]([NH:16][C:17]2[CH:18]=[CH:19][C:20]([C:23]3[O:24][C:25]([CH3:32])=[C:26]([C:28]([O:30][CH3:31])=[O:29])[N:27]=3)=[CH:21][CH:22]=2)=[O:11])[NH:5][C:6]=1[CH2:7][CH3:8]. The catalyst class is: 17. (3) Reactant: C(N(CC)C(C)C)(C)C.Cl[CH2:11][O:12][CH3:13].[Si:14]([O:21][CH2:22][CH:23]([OH:38])[CH2:24][N:25]1[C:30](=[O:31])[CH:29]=[N:28][C:27]2[CH:32]=[CH:33][C:34]([O:36][CH3:37])=[N:35][C:26]1=2)([C:17]([CH3:20])([CH3:19])[CH3:18])([CH3:16])[CH3:15]. Product: [Si:14]([O:21][CH2:22][CH:23]([O:38][CH2:11][O:12][CH3:13])[CH2:24][N:25]1[C:30](=[O:31])[CH:29]=[N:28][C:27]2[CH:32]=[CH:33][C:34]([O:36][CH3:37])=[N:35][C:26]1=2)([C:17]([CH3:20])([CH3:19])[CH3:18])([CH3:15])[CH3:16]. The catalyst class is: 4. (4) Reactant: [F:1][C:2]([F:43])([F:42])[C:3]1[CH:4]=[C:5]([C@H:13]2[O:17][C:16](=[O:18])[N:15]([CH2:19][C:20]3[C:25]([C:26]4[CH:31]=[C:30]([CH:32]([CH3:34])[CH3:33])[C:29]([F:35])=[CH:28][C:27]=4[O:36][CH3:37])=[CH:24][CH:23]=[C:22]([C:38]([CH3:40])=[CH2:39])[N:21]=3)[C@H:14]2[CH3:41])[CH:6]=[C:7]([C:9]([F:12])([F:11])[F:10])[CH:8]=1.[H][H]. Product: [F:12][C:9]([F:10])([F:11])[C:7]1[CH:6]=[C:5]([C@H:13]2[O:17][C:16](=[O:18])[N:15]([CH2:19][C:20]3[C:25]([C:26]4[CH:31]=[C:30]([CH:32]([CH3:34])[CH3:33])[C:29]([F:35])=[CH:28][C:27]=4[O:36][CH3:37])=[CH:24][CH:23]=[C:22]([CH:38]([CH3:40])[CH3:39])[N:21]=3)[C@H:14]2[CH3:41])[CH:4]=[C:3]([C:2]([F:1])([F:42])[F:43])[CH:8]=1. The catalyst class is: 50. (5) Reactant: [N:1]([C@@H:4]1[C:16]2[C:8](=[CH:9][C:10]3[O:14][CH2:13][O:12][C:11]=3[CH:15]=2)[C@@H:7]([C:17]2[CH:22]=[C:21]([O:23][CH3:24])[C:20]([O:25][CH2:26][C:27]3[CH:32]=[CH:31][CH:30]=[CH:29][CH:28]=3)=[C:19]([O:33][CH3:34])[CH:18]=2)[C@H:6]2[C:35](=[O:38])[O:36][CH2:37][C@H:5]12)=[N+]=[N-].C1C=CC(P(C2C=CC=CC=2)C2C=CC=CC=2)=CC=1. Product: [NH2:1][C@@H:4]1[C:16]2[C:8](=[CH:9][C:10]3[O:14][CH2:13][O:12][C:11]=3[CH:15]=2)[C@@H:7]([C:17]2[CH:18]=[C:19]([O:33][CH3:34])[C:20]([O:25][CH2:26][C:27]3[CH:32]=[CH:31][CH:30]=[CH:29][CH:28]=3)=[C:21]([O:23][CH3:24])[CH:22]=2)[C@H:6]2[C:35](=[O:38])[O:36][CH2:37][C@H:5]12. The catalyst class is: 20. (6) Reactant: [C:1]([O:5][C:6]([N:8]1[CH2:12][C:11](=[CH2:13])[CH2:10][C@H:9]1[C:14]([OH:16])=[O:15])=[O:7])([CH3:4])([CH3:3])[CH3:2]. Product: [C:1]([O:5][C:6]([N:8]1[CH2:12][C@@H:11]([CH3:13])[CH2:10][C@H:9]1[C:14]([OH:16])=[O:15])=[O:7])([CH3:2])([CH3:3])[CH3:4]. The catalyst class is: 41.